Task: Predict which catalyst facilitates the given reaction.. Dataset: Catalyst prediction with 721,799 reactions and 888 catalyst types from USPTO (1) Reactant: [NH2:1][C:2]1[C:7]([S:8]([N:11]([CH3:13])[CH3:12])(=[O:10])=[O:9])=[CH:6][C:5](Br)=[CH:4][N:3]=1.[CH3:15][O:16][C:17](=[O:29])[NH:18][C:19]1[CH:24]=[C:23]([Sn](C)(C)C)[CH:22]=[CH:21][N:20]=1.[Cl-].[Li+].O1CCOCC1. Product: [CH3:15][O:16][C:17](=[O:29])[NH:18][C:19]1[CH:24]=[C:23]([C:5]2[CH:4]=[N:3][C:2]([NH2:1])=[C:7]([S:8](=[O:10])(=[O:9])[N:11]([CH3:13])[CH3:12])[CH:6]=2)[CH:22]=[CH:21][N:20]=1. The catalyst class is: 205. (2) Reactant: FC(F)(F)C(O)=O.CC([NH:16][S:17]([C:20]1[CH:21]=[N:22][C:23]([C:26]2[C:31]([O:32][CH3:33])=[CH:30][CH:29]=[CH:28][C:27]=2[O:34][CH3:35])=[CH:24][CH:25]=1)(=[O:19])=[O:18])(C)CC(C)(C)C. Product: [CH3:33][O:32][C:31]1[CH:30]=[CH:29][CH:28]=[C:27]([O:34][CH3:35])[C:26]=1[C:23]1[N:22]=[CH:21][C:20]([S:17]([NH2:16])(=[O:19])=[O:18])=[CH:25][CH:24]=1. The catalyst class is: 4. (3) Product: [CH3:1][C:2]1[N:3]([C:10]2[CH:20]=[CH:19][C:13]([C:14]([O:16][CH2:17][CH3:18])=[O:15])=[CH:12][N:11]=2)[CH:4]=[CH:5][N:6]=1. The catalyst class is: 16. Reactant: [CH3:1][C:2]1[NH:3][CH:4]=[CH:5][N:6]=1.[H-].[Na+].Cl[C:10]1[CH:20]=[CH:19][C:13]([C:14]([O:16][CH2:17][CH3:18])=[O:15])=[CH:12][N:11]=1.O. (4) Reactant: [Br:1][C:2]1[C:3]([O:9][C:10]2[C:11]([CH3:16])=[N:12][CH:13]=[CH:14][CH:15]=2)=[CH:4][C:5]([NH2:8])=[N:6][CH:7]=1.[C:17]([N:25]=[C:26]=[S:27])(=[O:24])[C:18]1[CH:23]=[CH:22][CH:21]=[CH:20][CH:19]=1. Product: [C:17]([NH:25][C:26]([NH:8][C:5]1[CH:4]=[C:3]([O:9][C:10]2[C:11]([CH3:16])=[N:12][CH:13]=[CH:14][CH:15]=2)[C:2]([Br:1])=[CH:7][N:6]=1)=[S:27])(=[O:24])[C:18]1[CH:23]=[CH:22][CH:21]=[CH:20][CH:19]=1. The catalyst class is: 7. (5) Reactant: [NH2:1][C:2]1[CH:7]=[C:6]([CH3:8])[CH:5]=[CH:4][N:3]=1.[C:9](OC(=O)C)(=[O:11])[CH3:10]. Product: [CH3:8][C:6]1[CH:5]=[CH:4][N:3]=[C:2]([NH:1][C:9](=[O:11])[CH3:10])[CH:7]=1. The catalyst class is: 4. (6) The catalyst class is: 11. Product: [Br:1][C:2]1[CH:11]=[C:6]2[C:5](=[CH:4][CH:3]=1)[N:12]=[CH:25][N:13]([C:14]1[CH:15]=[C:16]([CH:21]=[CH:22][C:23]=1[CH3:24])[C:17]([O:19][CH3:20])=[O:18])[C:7]2=[O:8]. Reactant: [Br:1][C:2]1[CH:3]=[CH:4][C:5]([NH2:12])=[C:6]([CH:11]=1)[C:7](OC)=[O:8].[NH2:13][C:14]1[CH:15]=[C:16]([CH:21]=[CH:22][C:23]=1[CH3:24])[C:17]([O:19][CH3:20])=[O:18].[CH2:25](OC(OCC)OCC)C.C(O)(=O)C.